Dataset: Full USPTO retrosynthesis dataset with 1.9M reactions from patents (1976-2016). Task: Predict the reactants needed to synthesize the given product. Given the product [NH2:17][C:4]1[CH:5]=[C:6]([C:20]2[N:25]=[C:24]3[N:26]([CH2:31][CH:32]4[CH2:37][CH2:36][O:35][CH2:34][CH2:33]4)[C:27](=[O:30])[CH2:28][NH:29][C:23]3=[N:22][CH:21]=2)[CH:7]=[C:2]([CH3:1])[C:3]=1[NH2:18], predict the reactants needed to synthesize it. The reactants are: [CH3:1][C:2]1[CH:7]=[C:6](B2OC(C)(C)C(C)(C)O2)[CH:5]=[C:4]([NH2:17])[C:3]=1[NH2:18].Br[C:20]1[N:25]=[C:24]2[N:26]([CH2:31][CH:32]3[CH2:37][CH2:36][O:35][CH2:34][CH2:33]3)[C:27](=[O:30])[CH2:28][NH:29][C:23]2=[N:22][CH:21]=1.ClCCl.C(=O)([O-])[O-].[Na+].[Na+].